Regression. Given two drug SMILES strings and cell line genomic features, predict the synergy score measuring deviation from expected non-interaction effect. From a dataset of NCI-60 drug combinations with 297,098 pairs across 59 cell lines. (1) Drug 1: C1=NC2=C(N1)C(=S)N=C(N2)N. Drug 2: C1=NNC2=C1C(=O)NC=N2. Cell line: NCIH23. Synergy scores: CSS=49.3, Synergy_ZIP=-5.81, Synergy_Bliss=-4.01, Synergy_Loewe=-11.5, Synergy_HSA=-1.11. (2) Drug 1: COC1=CC(=CC(=C1O)OC)C2C3C(COC3=O)C(C4=CC5=C(C=C24)OCO5)OC6C(C(C7C(O6)COC(O7)C8=CC=CS8)O)O. Drug 2: C1CNP(=O)(OC1)N(CCCl)CCCl. Cell line: SNB-75. Synergy scores: CSS=23.1, Synergy_ZIP=-4.92, Synergy_Bliss=0.570, Synergy_Loewe=-3.12, Synergy_HSA=1.65.